Dataset: Full USPTO retrosynthesis dataset with 1.9M reactions from patents (1976-2016). Task: Predict the reactants needed to synthesize the given product. (1) The reactants are: [F:1][C:2]([F:37])([F:36])[C:3]1[CH:4]=[C:5]([C:16]2[O:20][N:19]=[C:18]([C:21]3[CH:26]=[CH:25][N:24]4[CH:27]=[C:28]([CH2:30][C:31]([O:33]CC)=[O:32])[N:29]=[C:23]4[CH:22]=3)[N:17]=2)[CH:6]=[CH:7][C:8]=1[O:9][CH:10]([CH3:15])[C:11]([F:14])([F:13])[F:12].[OH-].[Na+].[ClH:40].Cl.CCOC(C)=O. Given the product [ClH:40].[F:37][C:2]([F:1])([F:36])[C:3]1[CH:4]=[C:5]([C:16]2[O:20][N:19]=[C:18]([C:21]3[CH:26]=[CH:25][N:24]4[CH:27]=[C:28]([CH2:30][C:31]([OH:33])=[O:32])[N:29]=[C:23]4[CH:22]=3)[N:17]=2)[CH:6]=[CH:7][C:8]=1[O:9][CH:10]([CH3:15])[C:11]([F:12])([F:13])[F:14], predict the reactants needed to synthesize it. (2) Given the product [NH2:12][C:3]1[CH:4]=[CH:5][C:6]([S:8][CH2:9][CH2:10][OH:11])=[N:7][C:2]=1[CH3:1], predict the reactants needed to synthesize it. The reactants are: [CH3:1][C:2]1[N:7]=[C:6]([S:8][CH2:9][CH2:10][OH:11])[CH:5]=[CH:4][C:3]=1[N+:12]([O-])=O. (3) Given the product [O:101]=[C:98]1[CH:99]=[CH:100][C:96](=[O:95])[N:97]1[CH2:102][CH2:103][CH2:104][CH2:105][CH2:106][C:107]([NH:109][NH:110][C:84](=[O:75])[CH2:83][CH2:82][CH2:81][CH2:80][CH:67]([CH3:66])[C@@H:68]([C:12]([NH:14][C@H:15]([C:19]([N:21]([C@@H:23]([C@@H:58]([CH3:61])[CH2:59][CH3:60])[C@H:24]([O:56][CH3:57])[CH2:25][C:26]([N:28]1[CH2:32][CH2:31][CH2:30][C@H:29]1[C@H:33]([O:54][CH3:55])[C@@H:34]([CH3:53])[C:35](=[O:52])[NH:36][C@@:37]1([C:46](=[O:51])[NH:47][CH2:48][CH2:49][CH3:50])[CH2:39][C@@H:38]1[C:40]1[CH:45]=[CH:44][CH:43]=[CH:42][CH:41]=1)=[O:27])[CH3:22])=[O:20])[CH:16]([CH3:17])[CH3:18])=[O:13])[NH:69][CH3:70])=[O:108], predict the reactants needed to synthesize it. The reactants are: C(CCCN(C)[C@H]([C:12]([NH:14][C@H:15]([C:19]([N:21]([C@@H:23]([C@@H:58]([CH3:61])[CH2:59][CH3:60])[C@H:24]([O:56][CH3:57])[CH2:25][C:26]([N:28]1[CH2:32][CH2:31][CH2:30][C@H:29]1[C@H:33]([O:54][CH3:55])[C@@H:34]([CH3:53])[C:35](=[O:52])[NH:36][C@@:37]1([C:46](=[O:51])[NH:47][CH2:48][CH2:49][CH3:50])[CH2:39][C@@H:38]1[C:40]1[CH:45]=[CH:44][CH:43]=[CH:42][CH:41]=1)=[O:27])[CH3:22])=[O:20])[CH:16]([CH3:18])[CH3:17])=[O:13])C(C)C)(O)=O.Cl.CN(C)[CH2:66][CH2:67][CH2:68][N:69]=[C:70]=NCC.[OH2:75].ON1[C:81]2[CH:82]=[CH:83][CH:84]=C[C:80]=2N=N1.C(N(CC)C(C)C)(C)C.[O:95]=[C:96]1[CH:100]=[CH:99][C:98](=[O:101])[N:97]1[CH2:102][CH2:103][CH2:104][CH2:105][CH2:106][C:107]([NH:109][NH2:110])=[O:108]. (4) Given the product [CH3:1][C:2]1[C:7]([O:8][C:16]2[CH:17]=[C:18]3[C:22](=[CH:23][CH:24]=2)[CH2:21][C@H:20]([NH:25][S:26]([CH:29]([CH3:31])[CH3:30])(=[O:27])=[O:28])[CH2:19]3)=[CH:6][CH:5]=[CH:4][N:3]=1, predict the reactants needed to synthesize it. The reactants are: [CH3:1][C:2]1[C:7]([OH:8])=[CH:6][CH:5]=[CH:4][N:3]=1.C(=O)([O-])[O-].[Cs+].[Cs+].Br[C:16]1[CH:17]=[C:18]2[C:22](=[CH:23][CH:24]=1)[CH2:21][C@H:20]([NH:25][S:26]([CH:29]([CH3:31])[CH3:30])(=[O:28])=[O:27])[CH2:19]2.CN(C)CC(O)=O.